From a dataset of Full USPTO retrosynthesis dataset with 1.9M reactions from patents (1976-2016). Predict the reactants needed to synthesize the given product. Given the product [F:1][CH:2]([F:15])[C:3]1[C:12]2[CH2:11][CH2:10][CH2:9][CH:8]([OH:19])[C:7]=2[N:6]=[C:5]([CH3:14])[CH:4]=1, predict the reactants needed to synthesize it. The reactants are: [F:1][CH:2]([F:15])[C:3]1[C:12]2[CH2:11][CH2:10][CH2:9][CH2:8][C:7]=2[N+:6]([O-])=[C:5]([CH3:14])[CH:4]=1.FC(F)(F)C(OC(=O)C(F)(F)F)=[O:19].